Dataset: Full USPTO retrosynthesis dataset with 1.9M reactions from patents (1976-2016). Task: Predict the reactants needed to synthesize the given product. (1) Given the product [C:65](=[N:78][C:2]1[CH:18]=[CH:17][C:5]2[N:6]=[C:7]([C:9]3[CH:14]=[CH:13][C:12]([O:15][CH3:16])=[CH:11][CH:10]=3)[S:8][C:4]=2[CH:3]=1)([C:72]1[CH:73]=[CH:74][CH:75]=[CH:76][CH:77]=1)[C:66]1[CH:71]=[CH:70][CH:69]=[CH:68][CH:67]=1, predict the reactants needed to synthesize it. The reactants are: Br[C:2]1[CH:18]=[CH:17][C:5]2[N:6]=[C:7]([C:9]3[CH:14]=[CH:13][C:12]([O:15][CH3:16])=[CH:11][CH:10]=3)[S:8][C:4]=2[CH:3]=1.C1(P(C2C=CC=CC=2)C2C=CC3C(=CC=CC=3)C=2C2C3C(=CC=CC=3)C=CC=2P(C2C=CC=CC=2)C2C=CC=CC=2)C=CC=CC=1.[C:65](=[NH:78])([C:72]1[CH:77]=[CH:76][CH:75]=[CH:74][CH:73]=1)[C:66]1[CH:71]=[CH:70][CH:69]=[CH:68][CH:67]=1.CC(C)([O-])C.[Na+].C([O-])(O)=O.[Na+]. (2) Given the product [CH3:17][S:18]([O:1][CH:2]1[CH2:7][CH2:6][CH:5]([CH2:8][NH:9][C:10]([O:11][C:12]([CH3:13])([CH3:15])[CH3:14])=[O:16])[CH2:4][CH2:3]1)(=[O:20])=[O:19], predict the reactants needed to synthesize it. The reactants are: [OH:1][CH:2]1[CH2:7][CH2:6][CH:5]([CH2:8][NH:9][C:10](=[O:16])[O:11][C:12]([CH3:15])([CH3:14])[CH3:13])[CH2:4][CH2:3]1.[CH3:17][S:18](Cl)(=[O:20])=[O:19].